Dataset: Catalyst prediction with 721,799 reactions and 888 catalyst types from USPTO. Task: Predict which catalyst facilitates the given reaction. (1) Reactant: C([N:19](CC)[C:18](=[O:20])[C:14]1[CH:15]=[CH:16][C:17](C(=C2CCNCC2)[C:12]2[CH:17]=[CH:16][CH:15]=[C:14]([C:18](=[O:20])[NH2:19])[CH:13]=2)=[CH:12][CH:13]=1)C.S1C=CC=C1C=O.C(O)(=O)C. Product: [C:18]([NH2:19])(=[O:20])[C:14]1[CH:15]=[CH:16][CH:17]=[CH:12][CH:13]=1. The catalyst class is: 5. (2) Reactant: [NH2:1][C:2]1[CH:7]=[C:6]([F:8])[CH:5]=[CH:4][C:3]=1[NH:9][C:10]([NH:12][C:13]1[C:17]([Cl:18])=[CH:16][S:15][CH:14]=1)=S.[OH-].[Na+].C1(C)C=CC(S(Cl)(=O)=O)=CC=1.C(OCC)(=O)C. Product: [Cl:18][C:17]1[C:13]([NH:12][C:10]2[NH:9][C:3]3[CH:4]=[CH:5][C:6]([F:8])=[CH:7][C:2]=3[N:1]=2)=[CH:14][S:15][CH:16]=1. The catalyst class is: 20. (3) Reactant: C(N1CCC=C(C2C=CC(C#N)=CC=2)CC1)(C)(C)C.[C:20]([C:22]1[CH:27]=[CH:26][C:25]([C:28]2[CH2:29][CH2:30][CH2:31][N:32]([C:35]([O:37][C:38]([CH3:41])([CH3:40])[CH3:39])=[O:36])[CH2:33][CH:34]=2)=[CH:24][CH:23]=1)#[N:21]. Product: [C:20]([C:22]1[CH:23]=[CH:24][C:25]([CH:28]2[CH2:29][CH2:30][CH2:31][N:32]([C:35]([O:37][C:38]([CH3:41])([CH3:40])[CH3:39])=[O:36])[CH2:33][CH2:34]2)=[CH:26][CH:27]=1)#[N:21]. The catalyst class is: 153. (4) Reactant: N1CCCCC1.[CH:7](=O)[CH2:8][CH2:9][CH2:10][CH2:11][CH2:12][CH2:13][CH3:14].[C:16]([CH2:24][C:25]([O:27][CH2:28][CH3:29])=[O:26])(=[O:23])[C:17]1[CH:22]=[CH:21][CH:20]=[CH:19][CH:18]=1. Product: [CH2:28]([O:27][C:25](=[O:26])[C:24]([C:16](=[O:23])[C:17]1[CH:22]=[CH:21][CH:20]=[CH:19][CH:18]=1)=[CH:7][CH2:8][CH2:9][CH2:10][CH2:11][CH2:12][CH2:13][CH3:14])[CH3:29]. The catalyst class is: 282. (5) The catalyst class is: 165. Product: [Br:15][C:10]1[N:9]=[C:8]([C:5]2([CH3:6])[CH2:4][NH:1]2)[C:13]([F:14])=[CH:12][CH:11]=1.[CH:32]1[CH:33]=[CH:34][C:29]([P:22]([C:16]2[CH:17]=[CH:18][CH:19]=[CH:20][CH:21]=2)([C:23]2[CH:28]=[CH:27][CH:26]=[CH:25][CH:24]=2)=[O:7])=[CH:30][CH:31]=1. Reactant: [N:1]([CH2:4][C:5]([C:8]1[C:13]([F:14])=[CH:12][CH:11]=[C:10]([Br:15])[N:9]=1)([OH:7])[CH3:6])=[N+]=[N-].[C:16]1([P:22]([C:29]2[CH:34]=[CH:33][CH:32]=[CH:31][CH:30]=2)[C:23]2[CH:28]=[CH:27][CH:26]=[CH:25][CH:24]=2)[CH:21]=[CH:20][CH:19]=[CH:18][CH:17]=1. (6) Reactant: F[NH:2][C:3]1[CH:8]=[CH:7][CH:6]=[CH:5][CH:4]=1.CC(C)([O-])C.[K+].[F:15][C:16]1C=[CH:22][CH:21]=[CH:20][C:17]=1C#N.[CH3:24][N:25]([CH:27]=O)C. Product: [F:15][C:16]1[CH:17]=[CH:20][CH:21]=[CH:22][C:24]=1[NH:25][C:27]1[CH:4]=[CH:5][CH:6]=[CH:7][C:8]=1[C:3]#[N:2]. The catalyst class is: 6.